Dataset: Reaction yield outcomes from USPTO patents with 853,638 reactions. Task: Predict the reaction yield, written as a fraction of the theoretical maximum amount of product (1.0 means a 100% yield; for example, 0.34 means a 34% yield). (1) The yield is 0.580. The reactants are CO[C:3]([C:5]1[S:16][C:8]2[CH:9]=[N:10][CH:11]=[C:12]([C:13]([OH:15])=O)[C:7]=2[CH:6]=1)=[O:4].[CH2:17]([N:24]1[CH2:29][CH2:28][NH:27][CH2:26][CH2:25]1)[C:18]1[CH:23]=[CH:22][CH:21]=[CH:20][CH:19]=1.[NH3:30]. The catalyst is CO. The product is [CH2:17]([N:24]1[CH2:29][CH2:28][N:27]([C:13]([C:12]2[CH:11]=[N:10][CH:9]=[C:8]3[S:16][C:5]([C:3]([NH2:30])=[O:4])=[CH:6][C:7]=23)=[O:15])[CH2:26][CH2:25]1)[C:18]1[CH:19]=[CH:20][CH:21]=[CH:22][CH:23]=1. (2) The reactants are [CH3:1][C:2]1[N:7]=[CH:6][C:5]([C:8]([N:10]2[CH2:13][CH:12]([C:14]([N:16]3[CH2:22][CH2:21][CH2:20][NH:19][CH2:18][CH2:17]3)=[O:15])[CH2:11]2)=[O:9])=[CH:4][CH:3]=1.Br[CH2:24][CH:25]1[CH2:27][CH2:26]1.C(=O)([O-])[O-].[K+].[K+]. The catalyst is C(#N)C. The product is [CH:25]1([CH2:24][N:19]2[CH2:20][CH2:21][CH2:22][N:16]([C:14]([CH:12]3[CH2:13][N:10]([C:8]([C:5]4[CH:6]=[N:7][C:2]([CH3:1])=[CH:3][CH:4]=4)=[O:9])[CH2:11]3)=[O:15])[CH2:17][CH2:18]2)[CH2:27][CH2:26]1. The yield is 0.380. (3) The reactants are I[C:2]1[CH:3]=[C:4]([CH:10]=[CH:11][CH:12]=1)[C:5]([O:7][CH2:8][CH3:9])=[O:6].[C:13]1(B(O)O)[CH:18]=[CH:17][CH:16]=[CH:15][CH:14]=1.C(=O)([O-])[O-].[Na+].[Na+].C(OCC)(=O)C.C[N:35](C=O)C. The catalyst is C([O-])(=O)C.[Pd+2].C([O-])(=O)C. The product is [NH2:35][C:13]1[CH:14]=[C:15]([C:2]2[CH:12]=[CH:11][CH:10]=[C:4]([C:5]([O:7][CH2:8][CH3:9])=[O:6])[CH:3]=2)[CH:16]=[CH:17][CH:18]=1. The yield is 0.550. (4) The reactants are [Cl:1][C:2]1[CH:7]=[CH:6][C:5]([CH2:8][C:9](=[O:16])[CH2:10][C:11]([O:13][CH2:14][CH3:15])=[O:12])=[CH:4][CH:3]=1.S(Cl)([Cl:20])(=O)=O. The catalyst is C(Cl)Cl. The product is [Cl:20][CH:10]([C:9](=[O:16])[CH2:8][C:5]1[CH:4]=[CH:3][C:2]([Cl:1])=[CH:7][CH:6]=1)[C:11]([O:13][CH2:14][CH3:15])=[O:12]. The yield is 1.00. (5) The reactants are C(OC(=O)[NH:7][CH:8]1[CH:13]2[CH:9]1[CH2:10][N:11]([C:14](=[O:22])[C:15]1[CH:20]=[CH:19][C:18](I)=[CH:17][CH:16]=1)[CH2:12]2)(C)(C)C.[Cl:24][C:25]1[C:30]([F:31])=[CH:29][CH:28]=[C:27]([Cl:32])[C:26]=1[CH:33]([O:35][C:36]1[C:37]([NH2:51])=[N:38][CH:39]=[C:40](B2OC(C)(C)C(C)(C)O2)[CH:41]=1)[CH3:34].C(Cl)Cl.C([O-])([O-])=O.[Cs+].[Cs+].Cl.O1CCOCC1. The catalyst is COCCOC.C(OCC)(=O)C.C1C=CC(P(C2C=CC=CC=2)[C-]2C=CC=C2)=CC=1.C1C=CC(P(C2C=CC=CC=2)[C-]2C=CC=C2)=CC=1.Cl[Pd]Cl.[Fe+2]. The product is [NH2:7][CH:8]1[CH:9]2[CH:13]1[CH2:12][N:11]([C:14]([C:15]1[CH:16]=[CH:17][C:18]([C:40]3[CH:39]=[N:38][C:37]([NH2:51])=[C:36]([O:35][CH:33]([C:26]4[C:27]([Cl:32])=[CH:28][CH:29]=[C:30]([F:31])[C:25]=4[Cl:24])[CH3:34])[CH:41]=3)=[CH:19][CH:20]=1)=[O:22])[CH2:10]2. The yield is 0.260. (6) The reactants are Cl.[OH:2][C:3]1[CH:13]=[CH:12][C:6]([C:7](=[NH:11])OCC)=[CH:5][C:4]=1[N+:14]([O-:16])=[O:15].C(O)C.[CH2:20](N)[CH2:21][NH2:22]. The catalyst is CCOCC. The product is [CH2:20]1[NH:11][C:7](=[C:6]2[CH:5]=[C:4]([N+:14]([O-:16])=[O:15])[C:3](=[O:2])[CH:13]=[CH:12]2)[NH:22][CH2:21]1. The yield is 0.900. (7) The reactants are CN(/[CH:4]=[C:5]1\[CH2:6][CH2:7][CH2:8][C:9]2[C:13]([C:14]([O:16][CH2:17][CH3:18])=[O:15])=[N:12][N:11]([CH3:19])[C:10]=2[C:20]\1=O)C.C(=O)(O)O.[NH2:26][C:27]([NH2:29])=[NH:28]. The catalyst is CCO. The product is [NH2:28][C:27]1[N:29]=[C:20]2[C:10]3[N:11]([CH3:19])[N:12]=[C:13]([C:14]([O:16][CH2:17][CH3:18])=[O:15])[C:9]=3[CH2:8][CH2:7][CH2:6][C:5]2=[CH:4][N:26]=1. The yield is 0.790.